This data is from CYP3A4 inhibition data for predicting drug metabolism from PubChem BioAssay. The task is: Regression/Classification. Given a drug SMILES string, predict its absorption, distribution, metabolism, or excretion properties. Task type varies by dataset: regression for continuous measurements (e.g., permeability, clearance, half-life) or binary classification for categorical outcomes (e.g., BBB penetration, CYP inhibition). Dataset: cyp3a4_veith. The compound is N[C@@]1(C(=O)O)CCC[C@@H]1C(=O)O. The result is 0 (non-inhibitor).